From a dataset of Forward reaction prediction with 1.9M reactions from USPTO patents (1976-2016). Predict the product of the given reaction. (1) Given the reactants [F:1][C:2]1[CH:3]=[C:4]([C:8]([I:11])=[CH:9][CH:10]=1)[C:5]([OH:7])=[O:6].S(=O)(=O)(O)O.[CH3:17]O, predict the reaction product. The product is: [F:1][C:2]1[CH:3]=[C:4]([C:8]([I:11])=[CH:9][CH:10]=1)[C:5]([O:7][CH3:17])=[O:6]. (2) Given the reactants [NH2:1][C:2]1[CH:3]=[CH:4][C:5]2[CH2:9][O:8][B:7]([OH:10])[C:6]=2[CH:11]=1.CN1CCOCC1.Cl[S:20]([C:23]1[CH:28]=[CH:27][C:26]([NH:29][C:30](=[O:35])[C:31]([F:34])([F:33])[F:32])=[CH:25][C:24]=1[CH2:36][C:37]([O:39][CH3:40])=[O:38])(=[O:22])=[O:21], predict the reaction product. The product is: [OH:10][B:7]1[C:6]2[CH:11]=[C:2]([NH:1][S:20]([C:23]3[CH:28]=[CH:27][C:26]([NH:29][C:30](=[O:35])[C:31]([F:32])([F:33])[F:34])=[CH:25][C:24]=3[CH2:36][C:37]([O:39][CH3:40])=[O:38])(=[O:21])=[O:22])[CH:3]=[CH:4][C:5]=2[CH2:9][O:8]1.